This data is from Forward reaction prediction with 1.9M reactions from USPTO patents (1976-2016). The task is: Predict the product of the given reaction. Given the reactants [F:1][C:2]1[C:30]([N:31]2[CH2:36][CH2:35][NH:34][CH2:33][CH2:32]2)=[CH:29][C:5]2[N:6]([CH2:17][C:18]3[CH:23]=[CH:22][C:21]([O:24][C:25]([F:28])([F:27])[F:26])=[CH:20][CH:19]=3)[C:7]([CH2:9][O:10][C:11]3[CH:16]=[CH:15][CH:14]=[CH:13][CH:12]=3)=[N:8][C:4]=2[CH:3]=1.[C:37](Cl)(=[O:42])[CH2:38][CH2:39][CH2:40][CH3:41], predict the reaction product. The product is: [F:1][C:2]1[C:30]([N:31]2[CH2:36][CH2:35][N:34]([C:37](=[O:42])[CH2:38][CH2:39][CH2:40][CH3:41])[CH2:33][CH2:32]2)=[CH:29][C:5]2[N:6]([CH2:17][C:18]3[CH:19]=[CH:20][C:21]([O:24][C:25]([F:26])([F:27])[F:28])=[CH:22][CH:23]=3)[C:7]([CH2:9][O:10][C:11]3[CH:12]=[CH:13][CH:14]=[CH:15][CH:16]=3)=[N:8][C:4]=2[CH:3]=1.